From a dataset of Full USPTO retrosynthesis dataset with 1.9M reactions from patents (1976-2016). Predict the reactants needed to synthesize the given product. (1) Given the product [Cl:18][C:15]1[CH:14]=[CH:13][C:12]([C:7]2[N:8]=[C:9]([CH3:11])[S:10][C:6]=2[C:4]([OH:5])=[O:3])=[CH:17][CH:16]=1, predict the reactants needed to synthesize it. The reactants are: C([O:3][C:4]([C:6]1[S:10][C:9]([CH3:11])=[N:8][C:7]=1[C:12]1[CH:17]=[CH:16][C:15]([Cl:18])=[CH:14][CH:13]=1)=[O:5])C.COC(C1N=C(N(C)C)SC=1C1C=CC=C(OC)C=1)=O. (2) Given the product [C:25]([O:24][C:22]([N:10]1[CH2:9][CH2:8][CH:7]([O:6][C:5]2[CH:13]=[CH:14][C:2]([Br:1])=[CH:3][CH:4]=2)[CH2:12][CH2:11]1)=[O:21])([CH3:28])([CH3:27])[CH3:26], predict the reactants needed to synthesize it. The reactants are: [Br:1][C:2]1[CH:14]=[CH:13][C:5]([O:6][CH:7]2[CH2:12][CH2:11][NH:10][CH2:9][CH2:8]2)=[CH:4][CH:3]=1.C([O-])([O-])=O.[Na+].[Na+].[O:21](C(OC(C)(C)C)=O)[C:22]([O:24][C:25]([CH3:28])([CH3:27])[CH3:26])=O.